Dataset: Peptide-MHC class I binding affinity with 185,985 pairs from IEDB/IMGT. Task: Regression. Given a peptide amino acid sequence and an MHC pseudo amino acid sequence, predict their binding affinity value. This is MHC class I binding data. (1) The peptide sequence is QLHAAGVRV. The MHC is HLA-B15:01 with pseudo-sequence HLA-B15:01. The binding affinity (normalized) is 0.245. (2) The peptide sequence is SLYWAIRTL. The MHC is BoLA-T2C with pseudo-sequence BoLA-T2C. The binding affinity (normalized) is 0.872. (3) The peptide sequence is FLQGAKWYL. The MHC is HLA-A02:11 with pseudo-sequence HLA-A02:11. The binding affinity (normalized) is 1.00. (4) The peptide sequence is RLIWSHHHI. The binding affinity (normalized) is 0.0847. The MHC is HLA-B40:01 with pseudo-sequence HLA-B40:01. (5) The peptide sequence is STCMMCYKR. The MHC is HLA-A03:01 with pseudo-sequence HLA-A03:01. The binding affinity (normalized) is 0.287. (6) The peptide sequence is YAMCLNTFV. The MHC is HLA-A02:17 with pseudo-sequence HLA-A02:17. The binding affinity (normalized) is 0.477. (7) The peptide sequence is RIPNSLHSL. The MHC is HLA-A02:01 with pseudo-sequence HLA-A02:01. The binding affinity (normalized) is 0.399.